Dataset: Full USPTO retrosynthesis dataset with 1.9M reactions from patents (1976-2016). Task: Predict the reactants needed to synthesize the given product. (1) Given the product [CH3:12][C:13]1[N:17]([CH2:18][C:19]2[C:28]3[C:23](=[CH:24][CH:25]=[CH:26][CH:27]=3)[CH:22]=[CH:21][CH:20]=2)[C:16]2[CH:29]=[C:30]([N:35]3[CH2:40][CH2:39][O:38][CH2:37][CH2:36]3)[CH:31]=[C:32]([C:33]3[NH:34][N:3]=[N:2][N:1]=3)[C:15]=2[N:14]=1, predict the reactants needed to synthesize it. The reactants are: [N-:1]=[N+:2]=[N-:3].[Na+].[Cl-].[NH4+].CN(C)C=O.[CH3:12][C:13]1[N:17]([CH2:18][C:19]2[C:28]3[C:23](=[CH:24][CH:25]=[CH:26][CH:27]=3)[CH:22]=[CH:21][CH:20]=2)[C:16]2[CH:29]=[C:30]([N:35]3[CH2:40][CH2:39][O:38][CH2:37][CH2:36]3)[CH:31]=[C:32]([C:33]#[N:34])[C:15]=2[N:14]=1. (2) Given the product [CH2:21]([O:20][C:18](=[O:19])[CH2:17][N:13]([CH2:7][C:6]([O:15][CH2:30][CH3:31])=[O:5])[C:10]1[CH:11]=[CH:12][C:7]([C:6]([O:5][C:1]([CH3:4])([CH3:3])[CH3:2])=[O:15])=[CH:8][C:9]=1[CH3:14])[CH3:22], predict the reactants needed to synthesize it. The reactants are: [C:1]([O:5][C:6](=[O:15])[C:7]1[CH:12]=[CH:11][C:10]([NH2:13])=[C:9]([CH3:14])[CH:8]=1)([CH3:4])([CH3:3])[CH3:2].Br[CH2:17][C:18]([O:20][CH2:21][CH3:22])=[O:19].C(N([CH2:30][CH3:31])C(C)C)(C)C.